From a dataset of Reaction yield outcomes from USPTO patents with 853,638 reactions. Predict the reaction yield, written as a fraction of the theoretical maximum amount of product (1.0 means a 100% yield; for example, 0.34 means a 34% yield). (1) The reactants are C[O:2][C:3](=O)[CH2:4][C:5]([NH:7][C:8]1[CH:13]=[CH:12][C:11]([O:14][CH2:15][C:16]2[CH:21]=[CH:20][CH:19]=[C:18]([F:22])[CH:17]=2)=[CH:10][C:9]=1[OH:23])=[O:6].[OH-].[NH4+:26]. No catalyst specified. The product is [F:22][C:18]1[CH:17]=[C:16]([CH:21]=[CH:20][CH:19]=1)[CH2:15][O:14][C:11]1[CH:12]=[CH:13][C:8]([NH:7][C:5](=[O:6])[CH2:4][C:3]([NH2:26])=[O:2])=[C:9]([OH:23])[CH:10]=1. The yield is 0.230. (2) The reactants are [Cl:1][C:2]1[C:3]([OH:14])=[CH:4][C:5]([O:12][CH3:13])=[C:6]([CH:11]=1)[C:7](OC)=[O:8].[H-].[Al+3].[Li+].[H-].[H-].[H-].C([C@@H]([C@H](C([O-])=O)O)O)([O-])=O.C(OCC)(=O)C. The catalyst is C1COCC1. The product is [Cl:1][C:2]1[CH:11]=[C:6]([CH2:7][OH:8])[C:5]([O:12][CH3:13])=[CH:4][C:3]=1[OH:14]. The yield is 4.50. (3) The reactants are [OH:1][C:2]1[C:3]([N+:10]([O-])=O)=[C:4]([CH:7]=[CH:8][CH:9]=1)[C:5]#[N:6].Cl[Sn]Cl. The catalyst is CO. The product is [NH2:10][C:3]1[C:2]([OH:1])=[CH:9][CH:8]=[CH:7][C:4]=1[C:5]#[N:6]. The yield is 0.797. (4) The reactants are CC(C[AlH]CC(C)C)C.[Cl:10][C:11]1[N:16]=[C:15]([CH:17]2[CH2:19][CH2:18]2)[C:14]([I:20])=[C:13]([C:21](OC)=[O:22])[CH:12]=1. The catalyst is ClCCl. The product is [Cl:10][C:11]1[N:16]=[C:15]([CH:17]2[CH2:18][CH2:19]2)[C:14]([I:20])=[C:13]([CH:12]=1)[CH:21]=[O:22]. The yield is 0.950.